From a dataset of Reaction yield outcomes from USPTO patents with 853,638 reactions. Predict the reaction yield, written as a fraction of the theoretical maximum amount of product (1.0 means a 100% yield; for example, 0.34 means a 34% yield). (1) The reactants are [Cl-].O[NH3+:3].[C:4](=[O:7])([O-])[OH:5].[Na+].CS(C)=O.[CH:13]1([CH2:16][N:17]2[C:22](=[O:23])[C:21]([CH2:24][C:25]3[CH:30]=[CH:29][C:28]([C:31]4[C:32]([C:37]#[N:38])=[CH:33][CH:34]=[CH:35][CH:36]=4)=[CH:27][CH:26]=3)=[C:20]([CH2:39][CH2:40][CH3:41])[N:19]3[N:42]=[CH:43][N:44]=[C:18]23)[CH2:15][CH2:14]1. The catalyst is C(OCC)(=O)C. The product is [CH:13]1([CH2:16][N:17]2[C:22](=[O:23])[C:21]([CH2:24][C:25]3[CH:30]=[CH:29][C:28]([C:31]4[CH:36]=[CH:35][CH:34]=[CH:33][C:32]=4[C:37]4[NH:3][C:4](=[O:7])[O:5][N:38]=4)=[CH:27][CH:26]=3)=[C:20]([CH2:39][CH2:40][CH3:41])[N:19]3[N:42]=[CH:43][N:44]=[C:18]23)[CH2:14][CH2:15]1. The yield is 0.270. (2) The product is [OH:1][CH2:2][CH:3]([OH:4])[CH2:5][O:6][C:13]([C:7]1[CH:12]=[CH:11][CH:10]=[CH:9][CH:8]=1)([C:21]1[CH:22]=[CH:23][CH:24]=[CH:25][CH:26]=1)[C:15]1[CH:16]=[CH:17][CH:18]=[CH:19][CH:20]=1. The reactants are [OH:1][CH2:2][CH:3]([CH2:5][OH:6])[OH:4].[C:7]1([C:13]([C:21]2[CH:26]=[CH:25][CH:24]=[CH:23][CH:22]=2)([C:15]2[CH:20]=[CH:19][CH:18]=[CH:17][CH:16]=2)Cl)[CH:12]=[CH:11][CH:10]=[CH:9][CH:8]=1.O. The yield is 0.420. The catalyst is N1C=CC=CC=1. (3) The reactants are [NH2:1][C:2]1[CH:9]=[CH:8][CH:7]=[CH:6][C:3]=1[CH2:4]O.[BrH:10].[C:11]1([P:17]([C:24]2[CH:29]=[CH:28][CH:27]=[CH:26][CH:25]=2)[C:18]2[CH:23]=[CH:22][CH:21]=[CH:20][CH:19]=2)[CH:16]=[CH:15][CH:14]=[CH:13][CH:12]=1. The catalyst is C(#N)C. The product is [Br-:10].[C:24]1([P+:17]([C:11]2[CH:12]=[CH:13][CH:14]=[CH:15][CH:16]=2)([C:18]2[CH:23]=[CH:22][CH:21]=[CH:20][CH:19]=2)[CH2:4][C:3]2[CH:6]=[CH:7][CH:8]=[CH:9][C:2]=2[NH2:1])[CH:25]=[CH:26][CH:27]=[CH:28][CH:29]=1. The yield is 0.880. (4) The reactants are [OH:1][C:2]1[CH:3]=[C:4]2[C:9](=[CH:10][CH:11]=1)[CH:8]=[C:7]([C:12]([N:14]1[CH2:19][CH2:18][CH:17]([C:20]([O:22][CH3:23])=[O:21])[CH2:16][CH2:15]1)=[O:13])[CH:6]=[CH:5]2.[C:24]([C@@H:28]1[CH2:33][CH2:32][C@H:31](O)[CH2:30][CH2:29]1)([CH3:27])([CH3:26])[CH3:25].C1C=CC(P(C2C=CC=CC=2)C2C=CC=CC=2)=CC=1.CC(OC(/N=N/C(OC(C)C)=O)=O)C. The catalyst is C1COCC1.C(OCC)(=O)C. The product is [C:24]([C@H:28]1[CH2:33][CH2:32][C@H:31]([O:1][C:2]2[CH:3]=[C:4]3[C:9](=[CH:10][CH:11]=2)[CH:8]=[C:7]([C:12]([N:14]2[CH2:19][CH2:18][CH:17]([C:20]([O:22][CH3:23])=[O:21])[CH2:16][CH2:15]2)=[O:13])[CH:6]=[CH:5]3)[CH2:30][CH2:29]1)([CH3:27])([CH3:26])[CH3:25]. The yield is 0.320. (5) The reactants are [C:1]([NH:4][CH2:5][CH2:6][CH2:7][C@:8]([C@@H:24]1[CH2:29][CH2:28][CH2:27][N:26]([C:30]([O:32][C:33]([CH3:36])([CH3:35])[CH3:34])=[O:31])[CH2:25]1)([C:10]1[CH:11]=[C:12]([C:17]2[CH:22]=[CH:21][CH:20]=[C:19]([CH3:23])[CH:18]=2)[C:13]([F:16])=[CH:14][CH:15]=1)O)(=[O:3])[CH3:2].CC[N+](S(N=C(OC)[O-])(=O)=O)(CC)CC. The catalyst is C1(C)C=CC=CC=1. The product is [C:1]([NH:4][CH2:5][CH2:6][CH:7]=[C:8]([C@@H:24]1[CH2:29][CH2:28][CH2:27][N:26]([C:30]([O:32][C:33]([CH3:36])([CH3:35])[CH3:34])=[O:31])[CH2:25]1)[C:10]1[CH:11]=[C:12]([C:17]2[CH:22]=[CH:21][CH:20]=[C:19]([CH3:23])[CH:18]=2)[C:13]([F:16])=[CH:14][CH:15]=1)(=[O:3])[CH3:2]. The yield is 0.300. (6) The reactants are [CH3:1][O:2][C:3](=[O:24])[C:4]1[CH:9]=[CH:8][C:7]([CH2:10][NH:11][CH:12]=O)=[N:6][C:5]=1[NH:14][C:15]1[CH:20]=[CH:19][C:18]([S:21][CH3:22])=[CH:17][C:16]=1[F:23].P(Cl)(Cl)(Cl)=O. The catalyst is C1(C)C=CC=CC=1. The product is [CH3:1][O:2][C:3]([C:4]1[CH:9]=[CH:8][C:7]2[N:6]([CH:12]=[N:11][CH:10]=2)[C:5]=1[NH:14][C:15]1[CH:20]=[CH:19][C:18]([S:21][CH3:22])=[CH:17][C:16]=1[F:23])=[O:24]. The yield is 0.510.